Task: Predict the reactants needed to synthesize the given product.. Dataset: Full USPTO retrosynthesis dataset with 1.9M reactions from patents (1976-2016) (1) Given the product [Cl:4][C:5]1[CH:10]=[C:9]([Cl:11])[CH:8]=[CH:7][C:6]=1[C:12]1[CH:17]=[CH:16][C:15]([S:18]([NH:21][C:22]2[CH:23]=[C:24]([CH:28]=[CH:29][CH:30]=2)[C:25]([N:2]([CH3:3])[CH3:1])=[O:26])(=[O:20])=[O:19])=[CH:14][CH:13]=1, predict the reactants needed to synthesize it. The reactants are: [CH3:1][NH:2][CH3:3].[Cl:4][C:5]1[CH:10]=[C:9]([Cl:11])[CH:8]=[CH:7][C:6]=1[C:12]1[CH:17]=[CH:16][C:15]([S:18]([NH:21][C:22]2[CH:23]=[C:24]([CH:28]=[CH:29][CH:30]=2)[C:25](Cl)=[O:26])(=[O:20])=[O:19])=[CH:14][CH:13]=1.[Cl-].[NH4+].Cl. (2) Given the product [F:33][C:32]([F:35])([F:34])[S:29]([O:8][C:5]1[CH:6]=[N:7][C:2]([Cl:1])=[CH:3][C:4]=1[C:9]1[NH:10][C:11]2[C:16]([CH:17]=1)=[C:15]([F:18])[CH:14]=[CH:13][CH:12]=2)(=[O:30])=[O:28], predict the reactants needed to synthesize it. The reactants are: [Cl:1][C:2]1[N:7]=[CH:6][C:5]([OH:8])=[C:4]([C:9]2[NH:10][C:11]3[C:16]([CH:17]=2)=[C:15]([F:18])[CH:14]=[CH:13][CH:12]=3)[CH:3]=1.CCN(C(C)C)C(C)C.[O:28](S(C(F)(F)F)(=O)=O)[S:29]([C:32]([F:35])([F:34])[F:33])(=O)=[O:30]. (3) Given the product [CH3:1][S:2]([OH:5])(=[O:4])=[O:3].[CH:40]1([CH2:41][N:24]2[CH2:23][CH2:22][N:21]([C:16]3[CH:17]=[CH:18][CH:19]=[CH:20][C:15]=3[CH:9]3[CH2:8][C:7]([CH3:27])([CH3:6])[CH2:12][C:11]([CH3:13])([CH3:14])[CH2:10]3)[CH2:26][CH2:25]2)[CH2:52][CH2:51]1, predict the reactants needed to synthesize it. The reactants are: [CH3:1][S:2]([OH:5])(=[O:4])=[O:3].[CH3:6][C:7]1([CH3:27])[CH2:12][C:11]([CH3:14])([CH3:13])[CH2:10][CH:9]([C:15]2[CH:20]=[CH:19][CH:18]=[CH:17][C:16]=2[N:21]2[CH2:26][CH2:25][NH:24][CH2:23][CH2:22]2)[CH2:8]1.[OH-].[Na+].C(O[BH-](O[C:40](=O)[CH3:41])OC(=O)C)(=O)C.[Na+].CS(O)(=O)=O.CO[C:51](C)(C)[CH3:52]. (4) Given the product [CH2:46]([CH:42]([NH:41][C:39](=[O:40])[OH:38])[C:43](=[O:45])[N:56]1[CH2:57][CH2:58][N:53]([C:59]2[C:60]3[CH:68]=[CH:67][CH:66]=[N:65][C:61]=3[N:62]=[CH:63][N:64]=2)[CH2:54][CH2:55]1)[C:47]1[CH:48]=[CH:49][CH:50]=[CH:51][CH:52]=1, predict the reactants needed to synthesize it. The reactants are: CCN(C(C)C)C(C)C.CN(C(ON1N=NC2C=CC=CC1=2)=[N+](C)C)C.F[P-](F)(F)(F)(F)F.C([O:38][C:39]([NH:41][C@H:42]([CH2:46][C:47]1[CH:52]=[CH:51][CH:50]=[CH:49][CH:48]=1)[C:43]([OH:45])=O)=[O:40])(C)(C)C.[N:53]1([C:59]2[C:60]3[CH:68]=[CH:67][CH:66]=[N:65][C:61]=3[N:62]=[CH:63][N:64]=2)[CH2:58][CH2:57][NH:56][CH2:55][CH2:54]1. (5) The reactants are: [Mg].II.Br[CH2:5][CH2:6][CH:7]=[CH2:8].[Cl:9][C:10]1[CH:15]=[CH:14][C:13]([C:16]2([NH:26][C:27](=[O:34])[C:28]3[CH:33]=[CH:32][CH:31]=[CH:30][CH:29]=3)[CH2:19][CH:18]([C:20](=[O:25])N(OC)C)[CH2:17]2)=[CH:12][CH:11]=1. Given the product [Cl:9][C:10]1[CH:11]=[CH:12][C:13]([C:16]2([NH:26][C:27](=[O:34])[C:28]3[CH:29]=[CH:30][CH:31]=[CH:32][CH:33]=3)[CH2:17][CH:18]([C:20](=[O:25])[CH2:8][CH2:7][CH:6]=[CH2:5])[CH2:19]2)=[CH:14][CH:15]=1, predict the reactants needed to synthesize it. (6) Given the product [Cl:1][C:2]1[C:7](=[O:8])[N:6]2[CH2:21][CH2:20][N:19]([CH2:18][C:17]3[CH:16]=[CH:15][C:14]([O:13][CH3:12])=[CH:24][CH:23]=3)[C:9](=[O:11])[C:5]2=[CH:4][CH:3]=1, predict the reactants needed to synthesize it. The reactants are: [Cl:1][C:2]1[C:7](=[O:8])[NH:6][C:5]([C:9]([OH:11])=O)=[CH:4][CH:3]=1.[CH3:12][O:13][C:14]1[CH:24]=[CH:23][C:17]([CH2:18][NH:19][CH2:20][CH2:21]O)=[CH:16][CH:15]=1.C(=O)([O-])[O-].[Cs+].[Cs+].CN(C(ON1N=NC2C=CC=NC1=2)=[N+](C)C)C.F[P-](F)(F)(F)(F)F.